From a dataset of Catalyst prediction with 721,799 reactions and 888 catalyst types from USPTO. Predict which catalyst facilitates the given reaction. (1) Reactant: [F:1][C:2]([F:17])([F:16])[C:3]1[CH:4]=[C:5]([C:9]2[CH:14]=[CH:13][C:12]([OH:15])=[CH:11][CH:10]=2)[CH:6]=[CH:7][CH:8]=1.[I:18]N1C(=O)CCC1=O.O. Product: [I:18][C:11]1[CH:10]=[C:9]([C:5]2[CH:6]=[CH:7][CH:8]=[C:3]([C:2]([F:16])([F:17])[F:1])[CH:4]=2)[CH:14]=[CH:13][C:12]=1[OH:15]. The catalyst class is: 15. (2) Reactant: [Cl:1][Si:2](Cl)([C:9]1[CH:14]=[C:13]([C:15]([CH3:18])([CH3:17])[CH3:16])[CH:12]=[C:11]([C:19]([CH3:22])([CH3:21])[CH3:20])[CH:10]=1)[C:3]1[CH:8]=[CH:7][CH:6]=[CH:5][CH:4]=1.[CH3:24][C:25]1[CH:26]=[C:27]([Li])[CH:28]=[C:29]([CH3:31])[CH:30]=1. Product: [Cl:1][Si:2]([C:9]1[CH:14]=[C:13]([C:15]([CH3:17])([CH3:16])[CH3:18])[CH:12]=[C:11]([C:19]([CH3:22])([CH3:21])[CH3:20])[CH:10]=1)([C:27]1[CH:26]=[C:25]([CH3:24])[CH:30]=[C:29]([CH3:31])[CH:28]=1)[C:3]1[CH:4]=[CH:5][CH:6]=[CH:7][CH:8]=1. The catalyst class is: 27. (3) Reactant: C(S[C:4]1[C:5]([C:14]2[N:26]([CH3:27])[C:17]3=[N:18][CH:19]=[C:20]([C:22]([F:25])([F:24])[F:23])[CH:21]=[C:16]3[N:15]=2)=[N:6][CH:7]=[C:8]([C:10]([F:13])([F:12])[F:11])[CH:9]=1)C.Cl[C:29]1C=CC=C(C(OO)=O)[CH:30]=1.[S:39]([O-:43])([O-])(=[O:41])=S.[Na+].[Na+].C(=O)([O-])O.[Na+]. Product: [CH2:29]([S:39]([C:4]1[C:5]([C:14]2[N:26]([CH3:27])[C:17]3=[N:18][CH:19]=[C:20]([C:22]([F:25])([F:23])[F:24])[CH:21]=[C:16]3[N:15]=2)=[N:6][CH:7]=[C:8]([C:10]([F:11])([F:12])[F:13])[CH:9]=1)(=[O:43])=[O:41])[CH3:30]. The catalyst class is: 22. (4) Reactant: [Cl:1][C:2]1[CH:10]=[C:9]([N+:11]([O-:13])=[O:12])[CH:8]=[C:7]([Cl:14])[C:3]=1[C:4]([OH:6])=[O:5].[C:15](=O)([O-])[O-].[Cs+].[Cs+].CI. Product: [Cl:1][C:2]1[CH:10]=[C:9]([N+:11]([O-:13])=[O:12])[CH:8]=[C:7]([Cl:14])[C:3]=1[C:4]([O:6][CH3:15])=[O:5]. The catalyst class is: 3. (5) Reactant: [Cl-].[Ca+2].[Cl-].O.[N+:5]([C:8]1[CH:9]=[C:10]([CH:32]=[CH:33][CH:34]=1)[O:11][CH2:12][C:13]1[CH:18]=[CH:17][C:16]([CH:19]2[CH2:24][CH2:23][N:22]([C:25]([O:27][C:28]([CH3:31])([CH3:30])[CH3:29])=[O:26])[CH2:21][CH2:20]2)=[CH:15][N:14]=1)([O-])=O. Product: [NH2:5][C:8]1[CH:9]=[C:10]([CH:32]=[CH:33][CH:34]=1)[O:11][CH2:12][C:13]1[CH:18]=[CH:17][C:16]([CH:19]2[CH2:24][CH2:23][N:22]([C:25]([O:27][C:28]([CH3:30])([CH3:31])[CH3:29])=[O:26])[CH2:21][CH2:20]2)=[CH:15][N:14]=1. The catalyst class is: 490.